From a dataset of Reaction yield outcomes from USPTO patents with 853,638 reactions. Predict the reaction yield, written as a fraction of the theoretical maximum amount of product (1.0 means a 100% yield; for example, 0.34 means a 34% yield). (1) The catalyst is CO.[Pd]. The reactants are [O:1]1[C:5]2[CH:6]=[C:7]([C:10]([O:12][CH3:13])=[O:11])[CH:8]=[CH:9][C:4]=2[CH:3]=[CH:2]1. The product is [O:1]1[C:5]2[CH:6]=[C:7]([C:10]([O:12][CH3:13])=[O:11])[CH:8]=[CH:9][C:4]=2[CH2:3][CH2:2]1. The yield is 0.985. (2) The reactants are [Cl:1][C:2]1[CH:7]=[CH:6][CH:5]=[C:4]([Cl:8])[C:3]=1[CH2:9][C:10]1[C:14]([CH2:15][OH:16])=[C:13]([CH:17]([CH3:19])[CH3:18])[O:12][N:11]=1.O[C:21]1[CH:26]=[CH:25][C:24]([C:27]2[CH:28]=[C:29]3[C:34](=[CH:35][CH:36]=2)[C:33]([C:37]([O:39][CH2:40][CH3:41])=[O:38])=[CH:32][CH:31]=[CH:30]3)=[CH:23][CH:22]=1.C1(P(C2C=CC=CC=2)C2C=CC=CC=2)C=CC=CC=1.N(C(OC(C)C)=O)=NC(OC(C)C)=O. The catalyst is C1(C)C=CC=CC=1. The product is [Cl:1][C:2]1[CH:7]=[CH:6][CH:5]=[C:4]([Cl:8])[C:3]=1[CH2:9][C:10]1[C:14]([CH2:15][O:16][C:21]2[CH:22]=[CH:23][C:24]([C:27]3[CH:28]=[C:29]4[C:34](=[CH:35][CH:36]=3)[C:33]([C:37]([O:39][CH2:40][CH3:41])=[O:38])=[CH:32][CH:31]=[CH:30]4)=[CH:25][CH:26]=2)=[C:13]([CH:17]([CH3:19])[CH3:18])[O:12][N:11]=1. The yield is 0.609. (3) The reactants are [Br:1][C:2]1[C:3]([CH3:14])=[C:4]2[C:9](=[C:10]([CH3:12])[CH:11]=1)[S:8][CH2:7][CH2:6][C:5]2=[O:13].[BH4-].[Na+].Cl. The catalyst is CO. The product is [Br:1][C:2]1[C:3]([CH3:14])=[C:4]2[C:9](=[C:10]([CH3:12])[CH:11]=1)[S:8][CH2:7][CH2:6][CH:5]2[OH:13]. The yield is 0.950. (4) The reactants are [F:1][C:2]1[C:3]([N+:10]([O-:12])=[O:11])=[C:4]([NH2:9])[C:5]([NH2:8])=[CH:6][CH:7]=1.[C:13](O[BH3-])(=O)[CH3:14].[Na+].CO.[CH:21](=O)[CH3:22]. The catalyst is C(=O)([O-])O.[Na+].[OH-].[Na+].C(O)(=O)C. The product is [CH2:21]([N:8]([CH2:13][CH3:14])[C:5]1[C:4]([NH2:9])=[C:3]([N+:10]([O-:12])=[O:11])[C:2]([F:1])=[CH:7][CH:6]=1)[CH3:22]. The yield is 0.890. (5) The reactants are [CH:1]([C:4]1[CH:9]=[CH:8][C:7]([CH:10]2[C:14]3[C:15]([CH3:35])=[C:16]([NH:26][C:27](=[O:34])OCC(Cl)(Cl)Cl)[C:17]([CH3:25])=[C:18]([C:19]4[CH:24]=[CH:23][CH:22]=[CH:21][CH:20]=4)[C:13]=3[O:12][CH2:11]2)=[CH:6][CH:5]=1)([CH3:3])[CH3:2].[NH2:36][CH2:37][CH:38]([OH:40])[CH3:39]. The catalyst is C(O)C.CCCCCC. The product is [OH:40][CH:38]([CH3:39])[CH2:37][NH:36][C:27]([NH:26][C:16]1[C:17]([CH3:25])=[C:18]([C:19]2[CH:24]=[CH:23][CH:22]=[CH:21][CH:20]=2)[C:13]2[O:12][CH2:11][CH:10]([C:7]3[CH:8]=[CH:9][C:4]([CH:1]([CH3:3])[CH3:2])=[CH:5][CH:6]=3)[C:14]=2[C:15]=1[CH3:35])=[O:34]. The yield is 0.580. (6) The reactants are [NH2:1][C:2]1[CH:24]=[CH:23][C:5]([O:6][C:7]2[C:16]3[C:11](=[CH:12][C:13]([O:21][CH3:22])=[C:14]([C:17](OC)=[O:18])[CH:15]=3)[N:10]=[CH:9][CH:8]=2)=[CH:4][C:3]=1[CH3:25].[CH2:26]([N:28](CC)CC)[CH3:27].[F:33][P-](F)(F)(F)(F)[F:33].[N:40]1([P+](N(C)C)(N(C)C)N(C)C)[C:44]2[CH:45]=[CH:46][CH:46]=[CH:45][C:44]=2[N:40]=N1.O.CN(C)[CH:62]=[O:63]. The catalyst is C(OCC)(=O)C.O1CCCC1. The product is [F:33][CH2:27][CH2:26][NH:28][C:17]([C:14]1[CH:15]=[C:16]2[C:11](=[CH:12][C:13]=1[O:21][CH3:22])[N:10]=[CH:9][CH:8]=[C:7]2[O:6][C:5]1[CH:23]=[CH:24][C:2]([NH:1][C:62]([NH:40][CH:44]2[CH2:45][CH2:46]2)=[O:63])=[C:3]([CH3:25])[CH:4]=1)=[O:18]. The yield is 0.660. (7) The reactants are Br[C:2]1[CH:3]=[C:4]([O:10][C:11]2[CH:12]=[N:13][N:14]([CH3:16])[CH:15]=2)[C:5](=[O:9])[N:6]([CH3:8])[CH:7]=1.[CH:17]1([CH2:20][O:21][C:22]2[CH:27]=[CH:26][C:25]([S:28]([CH3:31])(=[O:30])=[O:29])=[CH:24][C:23]=2B2OC(C)(C)C(C)(C)O2)[CH2:19][CH2:18]1.[O-]P([O-])([O-])=O.[K+].[K+].[K+]. The catalyst is O1CCOCC1.O.C1C=CC(P(C2C=CC=CC=2)[C-]2C=CC=C2)=CC=1.C1C=CC(P(C2C=CC=CC=2)[C-]2C=CC=C2)=CC=1.Cl[Pd]Cl.[Fe+2]. The product is [CH:17]1([CH2:20][O:21][C:22]2[CH:27]=[CH:26][C:25]([S:28]([CH3:31])(=[O:30])=[O:29])=[CH:24][C:23]=2[C:2]2[CH:3]=[C:4]([O:10][C:11]3[CH:12]=[N:13][N:14]([CH3:16])[CH:15]=3)[C:5](=[O:9])[N:6]([CH3:8])[CH:7]=2)[CH2:18][CH2:19]1. The yield is 0.780. (8) The reactants are [Cl-].[N:2]1([C:8](=[O:20])[CH2:9][N+:10]2[C:19]3[C:14](=[CH:15][CH:16]=[CH:17][CH:18]=3)[CH:13]=[CH:12][CH:11]=2)[CH2:7][CH2:6][O:5][CH2:4][CH2:3]1.ClCC(N1CCOCC1)=O.[N:31]1C2C(=CC=CC=2)[CH:34]=[CH:33][CH:32]=1. The catalyst is C(#N)C. The product is [C:32]([C:33]1[CH:34]=[C:9]([C:8]([N:2]2[CH2:7][CH2:6][O:5][CH2:4][CH2:3]2)=[O:20])[N:10]2[C:19]3[C:14](=[CH:15][CH:16]=[CH:17][CH:18]=3)[CH:13]=[CH:12][C:11]=12)#[N:31]. The yield is 0.290.